This data is from NCI-60 drug combinations with 297,098 pairs across 59 cell lines. The task is: Regression. Given two drug SMILES strings and cell line genomic features, predict the synergy score measuring deviation from expected non-interaction effect. (1) Drug 1: C1=CC(=C2C(=C1NCCNCCO)C(=O)C3=C(C=CC(=C3C2=O)O)O)NCCNCCO. Drug 2: CC1=C(C(=O)C2=C(C1=O)N3CC4C(C3(C2COC(=O)N)OC)N4)N. Cell line: RXF 393. Synergy scores: CSS=25.1, Synergy_ZIP=10.1, Synergy_Bliss=10.6, Synergy_Loewe=-0.644, Synergy_HSA=8.26. (2) Drug 1: C1C(C(OC1N2C=C(C(=O)NC2=O)F)CO)O. Drug 2: CN(CCCl)CCCl.Cl. Cell line: UACC62. Synergy scores: CSS=27.7, Synergy_ZIP=-7.84, Synergy_Bliss=-0.795, Synergy_Loewe=0.291, Synergy_HSA=1.36. (3) Drug 1: CC(C)(C#N)C1=CC(=CC(=C1)CN2C=NC=N2)C(C)(C)C#N. Drug 2: COC1=C2C(=CC3=C1OC=C3)C=CC(=O)O2. Cell line: HS 578T. Synergy scores: CSS=5.13, Synergy_ZIP=-3.50, Synergy_Bliss=-5.53, Synergy_Loewe=2.00, Synergy_HSA=-0.461.